This data is from Peptide-MHC class I binding affinity with 185,985 pairs from IEDB/IMGT. The task is: Regression. Given a peptide amino acid sequence and an MHC pseudo amino acid sequence, predict their binding affinity value. This is MHC class I binding data. (1) The peptide sequence is DTPLIPLTIF. The MHC is HLA-B58:01 with pseudo-sequence HLA-B58:01. The binding affinity (normalized) is 0. (2) The peptide sequence is VEVPFPVV. The MHC is H-2-Kb with pseudo-sequence H-2-Kb. The binding affinity (normalized) is 0.264. (3) The peptide sequence is QLTPHTKAV. The MHC is HLA-A01:01 with pseudo-sequence HLA-A01:01. The binding affinity (normalized) is 0. (4) The peptide sequence is ETLGEKWKNR. The MHC is HLA-A26:01 with pseudo-sequence HLA-A26:01. The binding affinity (normalized) is 0.113. (5) The peptide sequence is HPKLRPILL. The MHC is HLA-B57:01 with pseudo-sequence HLA-B57:01. The binding affinity (normalized) is 0.0847. (6) The peptide sequence is DMKKKMEDSV. The MHC is HLA-A02:06 with pseudo-sequence HLA-A02:06. The binding affinity (normalized) is 0.